This data is from Experimentally validated miRNA-target interactions with 360,000+ pairs, plus equal number of negative samples. The task is: Binary Classification. Given a miRNA mature sequence and a target amino acid sequence, predict their likelihood of interaction. (1) The protein sequence of the target gene is MRIISRQIVLLFSGFWGLAMGAFPSSVQIGGLFIRNTDQEYTAFRLAIFLHNTSPNASEAPFNLVPHVDNIETANSFAVTNAFCSQYSRGVFAIFGLYDKRSVHTLTSFCSALHISLITPSFPTEGESQFVLQLRPSLRGALLSLLDHYEWNCFVFLYDTDRGYSILQAIMEKAGQNGWHVSAICVENFNDVSYRQLLEELDRRQEKKFVIDCEIERLQNILEQIVSVGKHVKGYHYIIANLGFKDISLERFIHGGANVTGFQLVDFNTPMVIKLMDRWKKLDQREYPGSETPPKYTSAL.... The miRNA is mmu-miR-669h-3p with sequence UAUGCAUAUACACACAUGCACA. Result: 0 (no interaction). (2) The protein sequence of the target gene is MAEETGQSKLAAAKKKFKEYWQRNRPGVPAAAKRNTKANGSSPETAASGGCHSSEASSSASSSLHARQSPCQEQAAVLNSRSIKISRLNDTIKSLKQQKKQVEHQLEEEKKANNEKQKAERELEGQIQRLNTEKKKLNTDLYHMKHSLRYFEEESKDLAGRLQRSSQRIGELEWSLCAVAATQKKKPDGFSSRSKALLKRQLEQSIREQILLKGHVTQLKESLKEVQLERDQYAEQIKGERAQWQQRMRKMSQEVCTLKEEKKHDTHRVEELERSLSRLKNQMAEPLPPDAPAVSSEVEL.... The miRNA is hsa-miR-7156-3p with sequence CUGCAGCCACUUGGGGAACUGGU. Result: 1 (interaction). (3) The miRNA is hsa-miR-3914 with sequence AAGGAACCAGAAAAUGAGAAGU. The protein sequence of the target gene is MHGRLKVKTSEEQAEAKRLEREQKLKLYQSATQAVFQKREAGELDESVLELTSQILGANPDFATLWNCRREVLQQLETQKSPEELAALVKAELGFLESCLRVNPKSYGTWHHRCWLLSRLPEPNWARELELCARFLEADERNFHCWDYRRFVAAQAAVAPAEELAFTDSLITRNFSNYSSWHYRSCLLPQLHPQPDSGPQGRLPENVLLRELELVQNAFFTDPNDQSAWFYHRWLLGRAEPHDVLCCLHVSREEACLSVCFSRPLIVGSKMGTLLLTVDEAPLSVEWRTPDGRNRPSHVW.... Result: 0 (no interaction). (4) The miRNA is hsa-miR-5688 with sequence UAACAAACACCUGUAAAACAGC. The protein sequence of the target gene is MVGVKPVGSDPDFQPELSGAGSRLAVVKFTMRGCGPCLRIAPAFSSMSNKYPQAVFLEVDVHQCQGTAATNNISATPTFLFFRNKVRIDQYQGADAVGLEEKIKQHLENDPGSNEDADIPKGYMDLMPFINKAGCECLNESDEHGFDNCLRKDMSFLESDCDEQLLITVAFNQPVKLYSMKFQGPDNGQGPKYVKIFINLPRSMDFEEAERSEPTQALELTEDDIKEDGIVPLRYVKFQNVNSVTLFVQSNQGEEETTRISYFTFIGTPVQATNMNDFKRVVGKKGESH. Result: 0 (no interaction).